Dataset: Catalyst prediction with 721,799 reactions and 888 catalyst types from USPTO. Task: Predict which catalyst facilitates the given reaction. (1) Reactant: [N+:1]([C:4]1[CH:10]=[CH:9][C:8]([Cl:11])=[CH:7][C:5]=1N)([O-:3])=[O:2].N([O-])=O.[Na+].[I-:16].[K+]. Product: [N+:1]([C:4]1[CH:10]=[CH:9][C:8]([Cl:11])=[CH:7][C:5]=1[I:16])([O-:3])=[O:2]. The catalyst class is: 126. (2) Reactant: P(F)(F)(F)(F)F.N1(OC(N(C)C)=[N+](C)C)C2N=CC=CC=2N=N1.C(N(C(C)C)CC)(C)C.[OH:33][C:34]1[CH:42]=[C:41]([OH:43])[CH:40]=[CH:39][C:35]=1[C:36]([OH:38])=O.[C:44]1([CH:50]2[CH2:54][CH2:53][CH2:52][NH:51]2)[CH:49]=[CH:48][CH:47]=[CH:46][CH:45]=1.C([O-])(O)=O.[Na+]. Product: [C:44]1([CH:50]2[CH2:54][CH2:53][CH2:52][N:51]2[C:36]([C:35]2[CH:39]=[CH:40][C:41]([OH:43])=[CH:42][C:34]=2[OH:33])=[O:38])[CH:49]=[CH:48][CH:47]=[CH:46][CH:45]=1. The catalyst class is: 3. (3) Reactant: [CH2:1]([O:3][Si:4](OCC)(OCC)[C:5]1[CH:10]=[CH:9][C:8]([N:11]([C:28]2[CH:33]=[CH:32][C:31]([Si:34](OCC)(OCC)[O:35][CH2:36][CH3:37])=[CH:30][CH:29]=2)[C:12]2[CH:17]=[CH:16][C:15]([Si:18](OCC)(OCC)[O:19][CH2:20][CH3:21])=[CH:14][CH:13]=2)=[CH:7][CH:6]=1)[CH3:2].[CH2:50]([Mg]Br)[CH:51]=[CH2:52].Cl. Product: [CH2:50]([CH:37]([CH2:16][CH:15]=[CH2:14])[CH2:36][O:35][SiH2:34][C:31]1[CH:32]=[CH:33][C:28]([N:11]([C:12]2[CH:13]=[CH:14][C:15]([SiH2:18][O:19][CH2:20][CH:21]([CH2:10][CH:5]=[CH2:6])[CH2:17][CH:12]=[CH2:13])=[CH:16][CH:17]=2)[C:8]2[CH:9]=[CH:10][C:5]([SiH2:4][O:3][CH2:1][CH:2]([CH2:33][CH:28]=[CH2:29])[CH2:9][CH:8]=[CH2:7])=[CH:6][CH:7]=2)=[CH:29][CH:30]=1)[CH:51]=[CH2:52]. The catalyst class is: 28. (4) The catalyst class is: 113. Product: [CH2:19]([N:18]1[CH:12]2[CH2:11][NH:10][CH2:17][CH:16]1[CH2:15][O:14][CH2:13]2)[C:20]1[CH:25]=[CH:24][CH:23]=[CH:22][CH:21]=1. Reactant: C1(S([N:10]2[CH2:17][CH:16]3[N:18]([CH2:19][C:20]4[CH:25]=[CH:24][CH:23]=[CH:22][CH:21]=4)[CH:12]([CH2:13][O:14][CH2:15]3)[CH2:11]2)(=O)=O)C=CC=CC=1.COCCO[AlH2-]OCCOC.[Na+].Cl.